Dataset: Catalyst prediction with 721,799 reactions and 888 catalyst types from USPTO. Task: Predict which catalyst facilitates the given reaction. Reactant: [Cl:1][C:2]1[CH:12]=[C:6]([C:7]([O:9][CH2:10][CH3:11])=[O:8])[C:5]([OH:13])=[CH:4][CH:3]=1.Cl[C:15]1[C:24]2[C:19](=[CH:20][C:21]([O:27][CH3:28])=[C:22]([O:25][CH3:26])[CH:23]=2)[N:18]=[CH:17][CH:16]=1. Product: [Cl:1][C:2]1[CH:3]=[CH:4][C:5]([O:13][C:15]2[C:24]3[C:19](=[CH:20][C:21]([O:27][CH3:28])=[C:22]([O:25][CH3:26])[CH:23]=3)[N:18]=[CH:17][CH:16]=2)=[C:6]([CH:12]=1)[C:7]([O:9][CH2:10][CH3:11])=[O:8]. The catalyst class is: 420.